This data is from Forward reaction prediction with 1.9M reactions from USPTO patents (1976-2016). The task is: Predict the product of the given reaction. (1) The product is: [NH:1]1[C:9]2[C:4](=[C:5](/[CH:10]=[CH:11]/[C:12]3[CH:17]=[N:16][C:15]([NH:18][C:20]4[CH:27]=[CH:26][C:23]([C:24]#[N:25])=[CH:22][CH:21]=4)=[N:14][CH:13]=3)[CH:6]=[CH:7][CH:8]=2)[CH:3]=[CH:2]1. Given the reactants [NH:1]1[C:9]2[C:4](=[C:5](/[CH:10]=[CH:11]/[C:12]3[CH:13]=[N:14][C:15]([NH2:18])=[N:16][CH:17]=3)[CH:6]=[CH:7][CH:8]=2)[CH:3]=[CH:2]1.Br[C:20]1[CH:27]=[CH:26][C:23]([C:24]#[N:25])=[CH:22][CH:21]=1.C(=O)([O-])[O-].[Cs+].[Cs+], predict the reaction product. (2) Given the reactants Cl.[Cl:2][C:3]1[CH:4]=[C:5]([C:9]2([NH2:13])[CH2:12][CH2:11][CH2:10]2)[CH:6]=[CH:7][CH:8]=1.C(N(CC)CC)C.[Cl:21][C:22]1[CH:27]=[CH:26][C:25]([C:28]2[N:32]([CH:33]3[CH2:35][CH2:34]3)[C:31](=[O:36])[N:30]([CH2:37][C:38](O)=[O:39])[N:29]=2)=[CH:24][CH:23]=1.C1C=CC2N(O)N=NC=2C=1.CCN=C=NCCCN(C)C.Cl, predict the reaction product. The product is: [Cl:2][C:3]1[CH:4]=[C:5]([C:9]2([NH:13][C:38](=[O:39])[CH2:37][N:30]3[C:31](=[O:36])[N:32]([CH:33]4[CH2:34][CH2:35]4)[C:28]([C:25]4[CH:26]=[CH:27][C:22]([Cl:21])=[CH:23][CH:24]=4)=[N:29]3)[CH2:12][CH2:11][CH2:10]2)[CH:6]=[CH:7][CH:8]=1. (3) Given the reactants C(OC([N:8]1[CH2:12][C@@H:11]([CH2:13][N:14]([CH:31]([CH3:33])[CH3:32])[C:15](=[O:30])[C:16]2[CH:21]=[CH:20][C:19]([O:22][CH3:23])=[C:18]([O:24][CH2:25][CH2:26][CH2:27][O:28][CH3:29])[CH:17]=2)[C@H:10]([NH2:34])[CH2:9]1)=O)(C)(C)C.[O:35]([C:42]1[CH:47]=[CH:46][C:45]([S:48](Cl)(=[O:50])=[O:49])=[CH:44][CH:43]=1)[C:36]1[CH:41]=[CH:40][CH:39]=[CH:38][CH:37]=1.CC#N.O.CC#N, predict the reaction product. The product is: [CH:31]([N:14]([CH2:13][C@H:11]1[C@H:10]([NH:34][S:48]([C:45]2[CH:44]=[CH:43][C:42]([O:35][C:36]3[CH:41]=[CH:40][CH:39]=[CH:38][CH:37]=3)=[CH:47][CH:46]=2)(=[O:50])=[O:49])[CH2:9][NH:8][CH2:12]1)[C:15](=[O:30])[C:16]1[CH:21]=[CH:20][C:19]([O:22][CH3:23])=[C:18]([O:24][CH2:25][CH2:26][CH2:27][O:28][CH3:29])[CH:17]=1)([CH3:33])[CH3:32]. (4) Given the reactants [CH3:1][C:2]1[N:3]([CH:11]([CH3:15])[C:12]([OH:14])=O)[CH:4]=[C:5]([C:7]([F:10])([F:9])[F:8])[N:6]=1.C(Cl)(=O)C(Cl)=O.[F:22][C:23]1[CH:28]=[CH:27][C:26]([N:29]2[C:37]3[CH2:36][CH2:35][CH2:34][NH:33][C:32]=3[CH:31]=[N:30]2)=[CH:25][CH:24]=1.N1C=CC=CC=1, predict the reaction product. The product is: [F:22][C:23]1[CH:24]=[CH:25][C:26]([N:29]2[C:37]3[CH2:36][CH2:35][CH2:34][N:33]([C:12](=[O:14])[CH:11]([N:3]4[CH:4]=[C:5]([C:7]([F:8])([F:9])[F:10])[N:6]=[C:2]4[CH3:1])[CH3:15])[C:32]=3[CH:31]=[N:30]2)=[CH:27][CH:28]=1. (5) Given the reactants [C:1]([OH:9])(=O)[C:2]1[CH:7]=[CH:6][N:5]=[CH:4][CH:3]=1.C(Cl)(=O)C(Cl)=O.[CH3:16][C:17]1[C:18]([CH2:23][N:24]([CH2:31][C:32]2[C:37]([CH3:38])=[CH:36][CH:35]=[CH:34][N:33]=2)[CH:25]2[CH2:30][CH2:29][NH:28][CH2:27][CH2:26]2)=[N:19][CH:20]=[CH:21][CH:22]=1.CCN(C(C)C)C(C)C, predict the reaction product. The product is: [CH3:16][C:17]1[C:18]([CH2:23][N:24]([CH2:31][C:32]2[C:37]([CH3:38])=[CH:36][CH:35]=[CH:34][N:33]=2)[CH:25]2[CH2:30][CH2:29][N:28]([C:1]([C:2]3[CH:3]=[CH:4][N:5]=[CH:6][CH:7]=3)=[O:9])[CH2:27][CH2:26]2)=[N:19][CH:20]=[CH:21][CH:22]=1. (6) Given the reactants O[CH2:2][CH:3]([CH2:5]O)O.[CH2:7]([O:9][C:10]([C:12]1[CH:18]=[CH:17][C:15](O)=[CH:14][CH:13]=1)=[O:11])[CH3:8], predict the reaction product. The product is: [CH2:8]([CH:7]1[C:18]2[C:12](=[CH:13][CH:14]=[CH:15][CH:17]=2)[C:10](=[O:11])[O:9]1)[CH2:2][CH2:3][CH3:5].